From a dataset of Reaction yield outcomes from USPTO patents with 853,638 reactions. Predict the reaction yield, written as a fraction of the theoretical maximum amount of product (1.0 means a 100% yield; for example, 0.34 means a 34% yield). The reactants are [CH2:1]([O:8][C:9]([N:11]1[CH2:15][CH2:14][CH2:13][CH:12]1[C:16](=[N:32]O)[C:17]1[CH:22]=[CH:21][C:20]([C:23](=[O:31])[NH:24][C:25]2[CH:30]=[CH:29][N:28]=[CH:27][CH:26]=2)=[CH:19][CH:18]=1)=[O:10])[C:2]1[CH:7]=[CH:6][CH:5]=[CH:4][CH:3]=1. The catalyst is C(O)(=O)C.[Zn]. The product is [CH2:1]([O:8][C:9]([N:11]1[CH2:15][CH2:14][CH2:13][CH:12]1[CH:16]([NH2:32])[C:17]1[CH:22]=[CH:21][C:20]([C:23](=[O:31])[NH:24][C:25]2[CH:26]=[CH:27][N:28]=[CH:29][CH:30]=2)=[CH:19][CH:18]=1)=[O:10])[C:2]1[CH:3]=[CH:4][CH:5]=[CH:6][CH:7]=1. The yield is 0.290.